Dataset: Reaction yield outcomes from USPTO patents with 853,638 reactions. Task: Predict the reaction yield, written as a fraction of the theoretical maximum amount of product (1.0 means a 100% yield; for example, 0.34 means a 34% yield). (1) The reactants are Cl[C:2]1[N:7]=[C:6]([NH:8][C:9]2[CH:18]=[CH:17][C:12]3[NH:13][C:14](=[O:16])NC=3C=2)[C:5](F)=[CH:4][N:3]=1.[CH3:20][N:21]1[CH2:26][CH2:25][N:24]([C:27]2[N:32]=[CH:31][C:30]([NH2:33])=[CH:29][CH:28]=2)[CH2:23][CH2:22]1.[C:34]([OH:40])([C:36](F)(F)F)=O.[CH3:41]C(O)C. No catalyst specified. The product is [CH3:41][C:5]1[C:6]([NH:8][C:9]2[CH:18]=[CH:17][C:12]3[NH:13][C:14](=[O:16])[O:40][C:34]=3[CH:36]=2)=[N:7][C:2]([NH:33][C:30]2[CH:31]=[N:32][C:27]([N:24]3[CH2:25][CH2:26][N:21]([CH3:20])[CH2:22][CH2:23]3)=[CH:28][CH:29]=2)=[N:3][CH:4]=1. The yield is 0.600. (2) The reactants are [ClH:1].[OH:2][C:3]([C:35]1[CH:40]=[CH:39][CH:38]=[CH:37][CH:36]=1)([C:29]1[CH:34]=[CH:33][CH:32]=[CH:31][CH:30]=1)[CH:4]1[CH2:9][CH2:8][N:7]([CH2:10][CH2:11][CH2:12][C:13]([C:15]2[CH:20]=[CH:19][C:18]([C:21]([CH3:28])([CH3:27])[C:22]([O:24]CC)=[O:23])=[CH:17][CH:16]=2)=[O:14])[CH2:6][CH2:5]1.[OH-].[Na+].[BH4-].[Na+].Cl. The catalyst is O.CC(C)=O.CO. The product is [OH2:2].[ClH:1].[OH:2][C:3]([C:35]1[CH:36]=[CH:37][CH:38]=[CH:39][CH:40]=1)([C:29]1[CH:30]=[CH:31][CH:32]=[CH:33][CH:34]=1)[CH:4]1[CH2:9][CH2:8][N:7]([CH2:10][CH2:11][CH2:12][CH:13]([C:15]2[CH:20]=[CH:19][C:18]([C:21]([CH3:28])([CH3:27])[C:22]([OH:24])=[O:23])=[CH:17][CH:16]=2)[OH:14])[CH2:6][CH2:5]1. The yield is 0.915.